Dataset: Full USPTO retrosynthesis dataset with 1.9M reactions from patents (1976-2016). Task: Predict the reactants needed to synthesize the given product. (1) The reactants are: [C:1]1([CH:7]([C:32]2[CH:37]=[CH:36][CH:35]=[CH:34][CH:33]=2)[N:8]2[C:16]3[C:11](=[CH:12][CH:13]=[CH:14][CH:15]=3)[C:10]([C:18]3[C:29]([OH:30])=[CH:28][C:21]4[N:22]([CH3:27])[C:23](=[O:26])[CH2:24][O:25][C:20]=4[CH:19]=3)(O)[C:9]2=[O:31])[CH:6]=[CH:5][CH:4]=[CH:3][CH:2]=1.FC(F)(F)C(O)=O.C([SiH](CC)CC)C. Given the product [C:32]1([CH:7]([C:1]2[CH:2]=[CH:3][CH:4]=[CH:5][CH:6]=2)[N:8]2[C:16]3[C:11](=[CH:12][CH:13]=[CH:14][CH:15]=3)[CH:10]([C:18]3[C:29]([OH:30])=[CH:28][C:21]4[N:22]([CH3:27])[C:23](=[O:26])[CH2:24][O:25][C:20]=4[CH:19]=3)[C:9]2=[O:31])[CH:33]=[CH:34][CH:35]=[CH:36][CH:37]=1, predict the reactants needed to synthesize it. (2) Given the product [NH2:1][C:2]1[CH:7]=[CH:6][C:5]([CH:8]([CH3:12])[C:9]([N:24]2[CH2:29][CH2:28][O:27][CH2:26][CH2:25]2)=[O:11])=[CH:4][C:3]=1[O:13][CH3:14], predict the reactants needed to synthesize it. The reactants are: [NH2:1][C:2]1[CH:7]=[CH:6][C:5]([CH:8]([CH3:12])[C:9]([OH:11])=O)=[CH:4][C:3]=1[O:13][CH3:14].C(N(CC)C(C)C)(C)C.[NH:24]1[CH2:29][CH2:28][O:27][CH2:26][CH2:25]1.CN(C(ON1N=NC2C=CC=NC1=2)=[N+](C)C)C.F[P-](F)(F)(F)(F)F. (3) Given the product [NH2:1][C:2]1[N:7]=[C:6]([Cl:8])[C:5]2[CH2:9][C:10](=[O:11])[N:15]([CH2:16][C:17]3[N:21]([CH3:22])[N:20]=[C:19]([CH3:23])[CH:18]=3)[C:4]=2[N:3]=1, predict the reactants needed to synthesize it. The reactants are: [NH2:1][C:2]1[N:7]=[C:6]([Cl:8])[C:5]([CH2:9][C:10](OCC)=[O:11])=[C:4]([NH:15][CH2:16][C:17]2[N:21]([CH3:22])[N:20]=[C:19]([CH3:23])[CH:18]=2)[N:3]=1.CCN(CC)CC. (4) Given the product [C:1]1([C:7]2[C:16]([N:17]3[CH2:18][CH2:19][N:20]([C:23]4[N:24]=[CH:25][CH:26]=[CH:27][N:28]=4)[CH2:21][CH2:22]3)=[N:15][C:14]3[C:9](=[CH:10][CH:11]=[C:12]([C:29]([OH:31])=[O:30])[CH:13]=3)[N:8]=2)[CH:2]=[CH:3][CH:4]=[CH:5][CH:6]=1, predict the reactants needed to synthesize it. The reactants are: [C:1]1([C:7]2[C:16]([N:17]3[CH2:22][CH2:21][N:20]([C:23]4[N:28]=[CH:27][CH:26]=[CH:25][N:24]=4)[CH2:19][CH2:18]3)=[N:15][C:14]3[C:9](=[CH:10][CH:11]=[C:12]([C:29]([O:31]C)=[O:30])[CH:13]=3)[N:8]=2)[CH:6]=[CH:5][CH:4]=[CH:3][CH:2]=1.[OH-].[Na+]. (5) Given the product [C:49]([O:48][C:46](=[O:47])[NH:45][C:40]1[CH:39]=[C:38]([Br:37])[CH:43]=[CH:42][C:41]=1[O:4][CH2:3][CH:2]([Br:1])[CH3:5])([CH3:52])([CH3:50])[CH3:51], predict the reactants needed to synthesize it. The reactants are: [Br:1][CH:2]([CH3:5])[CH2:3][OH:4].C1C=CC(P(C2C=CC=CC=2)C2C=CC=CC=2)=CC=1.N(C(OCC)=O)=NC(OCC)=O.[Br:37][C:38]1[CH:43]=[CH:42][C:41](O)=[C:40]([NH:45][C:46]([O:48][C:49]([CH3:52])([CH3:51])[CH3:50])=[O:47])[CH:39]=1.